This data is from Forward reaction prediction with 1.9M reactions from USPTO patents (1976-2016). The task is: Predict the product of the given reaction. Given the reactants [F:1][C:2]1[CH:7]=[CH:6][CH:5]=[CH:4][C:3]=1[C:8]1[N:9]=[C:10]([CH:13]2[CH2:18][CH2:17][N:16](C(OC(C)(C)C)=O)[CH2:15][CH2:14]2)[S:11][CH:12]=1.Cl, predict the reaction product. The product is: [F:1][C:2]1[CH:7]=[CH:6][CH:5]=[CH:4][C:3]=1[C:8]1[N:9]=[C:10]([CH:13]2[CH2:18][CH2:17][NH:16][CH2:15][CH2:14]2)[S:11][CH:12]=1.